From a dataset of Catalyst prediction with 721,799 reactions and 888 catalyst types from USPTO. Predict which catalyst facilitates the given reaction. (1) Reactant: [Br:1][C:2]1[C:7]([Cl:8])=[CH:6][C:5]([NH:9][NH2:10])=[C:4]([O:11][CH3:12])[CH:3]=1.[Br:13][C:14]1[S:18][C:17]([C:19](=O)C(O)=O)=[CH:16][CH:15]=1.C([N:26]([CH2:29]C)CC)C.C1(P(N=[N+]=[N-])(C2C=CC=CC=2)=[O:38])C=CC=CC=1. Product: [Br:1][C:2]1[C:7]([Cl:8])=[CH:6][C:5]([N:9]2[C:29](=[O:38])[NH:26][C:19]([C:17]3[S:18][C:14]([Br:13])=[CH:15][CH:16]=3)=[N:10]2)=[C:4]([O:11][CH3:12])[CH:3]=1. The catalyst class is: 10. (2) Reactant: [Cl:1][C:2]1[CH:3]=[C:4]([O:12][C:13]2[C:25]([F:26])=[CH:24][C:16]([C:17]([O:19]C(C)(C)C)=[O:18])=[CH:15][C:14]=2[F:27])[CH:5]=[N:6][C:7]=1[O:8][CH:9]([CH3:11])[CH3:10].[Li+].[OH-]. Product: [Cl:1][C:2]1[CH:3]=[C:4]([O:12][C:13]2[C:14]([F:27])=[CH:15][C:16]([C:17]([OH:19])=[O:18])=[CH:24][C:25]=2[F:26])[CH:5]=[N:6][C:7]=1[O:8][CH:9]([CH3:11])[CH3:10]. The catalyst class is: 20. (3) Reactant: Cl.[NH2:2][CH2:3][C:4]1[CH:9]=[C:8]([F:10])[C:7]([N:11]2[CH:16]=[CH:15][C:14]([O:17][CH2:18][C:19]3[CH:24]=[CH:23][C:22]([F:25])=[CH:21][C:20]=3[F:26])=[C:13]([Cl:27])[C:12]2=[O:28])=[C:6]([F:29])[CH:5]=1.C(N(CC)CC)C.[NH:37]1[CH:41]=[C:40]([C:42](O)=[O:43])[N:39]=[CH:38]1.O.ON1C2C=CC=CC=2N=N1.Cl.CN(C)CCCN=C=NCC. Product: [Cl:27][C:13]1[C:12](=[O:28])[N:11]([C:7]2[C:6]([F:29])=[CH:5][C:4]([CH2:3][NH:2][C:42]([C:40]3[N:39]=[CH:38][NH:37][CH:41]=3)=[O:43])=[CH:9][C:8]=2[F:10])[CH:16]=[CH:15][C:14]=1[O:17][CH2:18][C:19]1[CH:24]=[CH:23][C:22]([F:25])=[CH:21][C:20]=1[F:26]. The catalyst class is: 7. (4) Reactant: [CH2:1]([O:3][C:4](=[O:11])[CH2:5][C:6]([O:8][CH2:9][CH3:10])=[O:7])[CH3:2].[O-]CC.[Na+].Br[CH2:17][CH:18]=[CH2:19]. Product: [CH2:1]([O:3][C:4](=[O:11])[CH:5]([CH2:19][CH:18]=[CH2:17])[C:6]([O:8][CH2:9][CH3:10])=[O:7])[CH3:2]. The catalyst class is: 8. (5) Reactant: FC(F)(F)C(O)=O.[Cl:8][C:9]1[N:10]=[CH:11][N:12]([C:14]2[CH:19]=[CH:18][C:17]([NH:20][C:21]3[N:38]=[C:24]4[CH:25]([C:31]5[CH:36]=[CH:35][C:34]([F:37])=[CH:33][CH:32]=5)[CH2:26]C(=O)[CH2:28][CH2:29][N:23]4[N:22]=3)=[CH:16][C:15]=2[O:39][CH3:40])[CH:13]=1.[CH:41]([O:46][CH3:47])([O:44][CH3:45])OC.S(O)(C1C=CC(C)=CC=1)(=O)=O. Product: [Cl:8][C:9]1[N:10]=[CH:11][N:12]([C:14]2[CH:19]=[CH:18][C:17]([NH:20][C:21]3[N:38]=[C:24]4[CH:25]([C:31]5[CH:36]=[CH:35][C:34]([F:37])=[CH:33][CH:32]=5)[CH2:26][C:41]([O:44][CH3:45])([O:46][CH3:47])[CH2:28][CH2:29][N:23]4[N:22]=3)=[CH:16][C:15]=2[O:39][CH3:40])[CH:13]=1. The catalyst class is: 5. (6) The catalyst class is: 7. Reactant: [C:1]([O:5][C:6](=[O:24])[CH:7]([NH:13][C:14]([O:16][CH2:17][C:18]1[CH:23]=[CH:22][CH:21]=[CH:20][CH:19]=1)=[O:15])[CH2:8][CH2:9][C:10](O)=[O:11])([CH3:4])([CH3:3])[CH3:2].C(N(CC)CC)C.ClC(OCC(C)C)=O. Product: [C:1]([O:5][C:6](=[O:24])[CH:7]([NH:13][C:14]([O:16][CH2:17][C:18]1[CH:19]=[CH:20][CH:21]=[CH:22][CH:23]=1)=[O:15])[CH2:8][CH2:9][CH2:10][OH:11])([CH3:4])([CH3:2])[CH3:3]. (7) Reactant: C(OC([NH:11][C:12]1([PH:20]([NH:22][C:23]2[CH:28]=[CH:27][CH:26]=[CH:25][CH:24]=2)=[O:21])[CH2:17][CH2:16][CH2:15][N:14]([NH2:18])[C:13]1=[O:19])=O)C1C=CC=CC=1. Product: [NH2:11][C:12]1([PH:20]([NH:22][C:23]2[CH:28]=[CH:27][CH:26]=[CH:25][CH:24]=2)=[O:21])[CH2:17][CH2:16][CH2:15][N:14]([NH2:18])[C:13]1=[O:19]. The catalyst class is: 19. (8) Reactant: [C:1]1([C:7]2[C:8](=[O:19])[NH:9][N:10]=[C:11]([C:13]3[N:18]=[CH:17][CH:16]=[CH:15][N:14]=3)[CH:12]=2)[CH:6]=[CH:5][CH:4]=[CH:3][CH:2]=1.[C:20]([C:22]1[CH:27]=[CH:26][CH:25]=[CH:24][C:23]=1B1OC(C([O-])=O)C=CO1)#[N:21].N1C=CC=CC=1. Product: [C:20]([C:22]1[CH:27]=[CH:26][CH:25]=[CH:24][C:23]=1[N:9]1[C:8](=[O:19])[C:7]([C:1]2[CH:6]=[CH:5][CH:4]=[CH:3][CH:2]=2)=[CH:12][C:11]([C:13]2[N:14]=[CH:15][CH:16]=[CH:17][N:18]=2)=[N:10]1)#[N:21]. The catalyst class is: 302. (9) Reactant: [CH2:1]([O:3][C:4]1[CH:5]=[C:6]([C@H:12]([NH2:18])[CH2:13][S:14]([CH3:17])(=[O:16])=[O:15])[CH:7]=[CH:8][C:9]=1[O:10][CH3:11])[CH3:2].C[O:20][C:21](=O)[C:22]1[C:27]([NH:28][C:29]([CH:31]2[CH2:33][CH2:32]2)=[O:30])=[CH:26][CH:25]=[C:24]([Cl:34])[C:23]=1[CH2:35]Br.C(N(CC)CC)C. Product: [Cl:34][C:24]1[CH:25]=[CH:26][C:27]([NH:28][C:29]([CH:31]2[CH2:32][CH2:33]2)=[O:30])=[C:22]2[C:23]=1[CH2:35][N:18]([C@@H:12]([C:6]1[CH:7]=[CH:8][C:9]([O:10][CH3:11])=[C:4]([O:3][CH2:1][CH3:2])[CH:5]=1)[CH2:13][S:14]([CH3:17])(=[O:16])=[O:15])[C:21]2=[O:20]. The catalyst class is: 3.